This data is from Forward reaction prediction with 1.9M reactions from USPTO patents (1976-2016). The task is: Predict the product of the given reaction. The product is: [C:13]([O:17][C:18]([N:20]1[CH2:25][CH2:24][N:23]([C:5]2[CH:4]=[C:3]([Cl:12])[C:2]([Cl:1])=[CH:7][C:6]=2[N+:8]([O-:10])=[O:9])[CH:22]([CH2:26][C:27]([OH:29])=[O:28])[CH2:21]1)=[O:19])([CH3:16])([CH3:14])[CH3:15]. Given the reactants [Cl:1][C:2]1[CH:7]=[C:6]([N+:8]([O-:10])=[O:9])[C:5](F)=[CH:4][C:3]=1[Cl:12].[C:13]([O:17][C:18]([N:20]1[CH2:25][CH2:24][NH:23][CH:22]([CH2:26][C:27]([OH:29])=[O:28])[CH2:21]1)=[O:19])([CH3:16])([CH3:15])[CH3:14].C(N(CC)CC)C, predict the reaction product.